Dataset: Full USPTO retrosynthesis dataset with 1.9M reactions from patents (1976-2016). Task: Predict the reactants needed to synthesize the given product. (1) Given the product [S:17]1[C:18]2[CH:24]=[CH:23][CH:22]=[CH:21][C:19]=2[N:20]=[C:16]1[NH:15][C:12]1[CH:13]=[CH:14][C:9]([O:8][C:3]2[C:2]([C:35]3[CH2:36][CH2:37][N:32]([C:30]([O:29][C:25]([CH3:28])([CH3:27])[CH3:26])=[O:31])[CH2:33][CH:34]=3)=[CH:7][CH:6]=[CH:5][N:4]=2)=[CH:10][CH:11]=1, predict the reactants needed to synthesize it. The reactants are: Br[C:2]1[C:3]([O:8][C:9]2[CH:14]=[CH:13][C:12]([NH:15][C:16]3[S:17][C:18]4[CH:24]=[CH:23][CH:22]=[CH:21][C:19]=4[N:20]=3)=[CH:11][CH:10]=2)=[N:4][CH:5]=[CH:6][CH:7]=1.[C:25]([O:29][C:30]([N:32]1[CH2:37][CH:36]=[C:35](B(O)O)[CH2:34][CH2:33]1)=[O:31])([CH3:28])([CH3:27])[CH3:26].C(=O)([O-])[O-].[Na+].[Na+]. (2) Given the product [CH:1]([C:4]1[N:9]=[C:8]([N:10]2[CH2:11][CH2:12][N:13]([S:32]([C:29]3[CH:28]=[CH:27][C:26]([O:25][CH3:24])=[CH:31][CH:30]=3)(=[O:34])=[O:33])[CH2:14][CH2:15]2)[N:7]=[C:6]([NH:16][C:17]2[CH:18]=[CH:19][C:20]([CH3:23])=[CH:21][CH:22]=2)[CH:5]=1)([CH3:3])[CH3:2], predict the reactants needed to synthesize it. The reactants are: [CH:1]([C:4]1[N:9]=[C:8]([N:10]2[CH2:15][CH2:14][NH:13][CH2:12][CH2:11]2)[N:7]=[C:6]([NH:16][C:17]2[CH:22]=[CH:21][C:20]([CH3:23])=[CH:19][CH:18]=2)[CH:5]=1)([CH3:3])[CH3:2].[CH3:24][O:25][C:26]1[CH:31]=[CH:30][C:29]([S:32](Cl)(=[O:34])=[O:33])=[CH:28][CH:27]=1.N1C=CC=CC=1.